Dataset: Peptide-MHC class I binding affinity with 185,985 pairs from IEDB/IMGT. Task: Regression. Given a peptide amino acid sequence and an MHC pseudo amino acid sequence, predict their binding affinity value. This is MHC class I binding data. (1) The peptide sequence is LTGVEAVMY. The MHC is HLA-A24:02 with pseudo-sequence HLA-A24:02. The binding affinity (normalized) is 0. (2) The peptide sequence is QPTPLSPPLR. The MHC is HLA-A02:06 with pseudo-sequence HLA-A02:06. The binding affinity (normalized) is 0. (3) The peptide sequence is REAKATRPL. The MHC is BoLA-HD6 with pseudo-sequence BoLA-HD6. The binding affinity (normalized) is 0.295. (4) The peptide sequence is ILIGFLVLW. The MHC is HLA-B58:01 with pseudo-sequence HLA-B58:01. The binding affinity (normalized) is 0.446. (5) The peptide sequence is KMVAPATYL. The MHC is H-2-Kb with pseudo-sequence H-2-Kb. The binding affinity (normalized) is 0.264.